From a dataset of Reaction yield outcomes from USPTO patents with 853,638 reactions. Predict the reaction yield, written as a fraction of the theoretical maximum amount of product (1.0 means a 100% yield; for example, 0.34 means a 34% yield). (1) The reactants are O.[CH2:2]([O:9][NH:10][C@H:11]1[CH2:16][N:15](C(=O)C(F)(F)F)[C@H:14]([C:23]([O:25][C:26]([CH3:29])([CH3:28])[CH3:27])=[O:24])[CH2:13][CH2:12]1)[C:3]1[CH:8]=[CH:7][CH:6]=[CH:5][CH:4]=1.[OH-].[Na+].C(O)(=O)C. The catalyst is O1CCOCC1. The product is [CH2:2]([O:9][NH:10][C@H:11]1[CH2:16][NH:15][C@H:14]([C:23]([O:25][C:26]([CH3:29])([CH3:28])[CH3:27])=[O:24])[CH2:13][CH2:12]1)[C:3]1[CH:4]=[CH:5][CH:6]=[CH:7][CH:8]=1. The yield is 0.900. (2) The reactants are [NH2:1][S:2]([C:5]1[CH:6]=[CH:7][C:8](F)=[C:9]([CH:13]=1)[C:10]([OH:12])=[O:11])(=[O:4])=[O:3].[NH2:15][NH2:16].O. The catalyst is CCO.O. The product is [NH2:1][S:2]([C:5]1[CH:6]=[CH:7][C:8]([NH:15][NH2:16])=[C:9]([CH:13]=1)[C:10]([OH:12])=[O:11])(=[O:4])=[O:3]. The yield is 0.900. (3) The yield is 0.659. The catalyst is O. The product is [Br:7][C:8]1[CH:9]=[C:10]([S:15]([N:18]2[CH2:19][CH2:20][CH:21]([O:24][CH:6]3[CH2:5][CH2:4][CH2:3][CH2:2][O:1]3)[CH2:22][CH2:23]2)(=[O:17])=[O:16])[CH:11]=[CH:12][C:13]=1[F:14]. The reactants are [O:1]1[CH:6]=[CH:5][CH2:4][CH2:3][CH2:2]1.[Br:7][C:8]1[CH:9]=[C:10]([S:15]([N:18]2[CH2:23][CH2:22][CH:21]([OH:24])[CH2:20][CH2:19]2)(=[O:17])=[O:16])[CH:11]=[CH:12][C:13]=1[F:14].O.CC1C=CC(S(O)(=O)=O)=CC=1.ClCCl. (4) The reactants are [CH2:1](Br)[C:2]1[CH:7]=[CH:6][CH:5]=[CH:4][CH:3]=1.C(=O)([O-])[O-].[K+].[K+].[F:15][C:16]1[CH:21]=[CH:20][C:19]([OH:22])=[C:18]([N+:23]([O-])=O)[CH:17]=1.[Cl-].[NH4+]. The catalyst is CN(C=O)C.O.CCOC(C)=O.C(O)C.[Zn]. The product is [CH2:1]([O:22][C:19]1[CH:20]=[CH:21][C:16]([F:15])=[CH:17][C:18]=1[NH2:23])[C:2]1[CH:7]=[CH:6][CH:5]=[CH:4][CH:3]=1. The yield is 0.880. (5) The reactants are [Cl:1][C:2]1[CH:10]=[C:9]2[C:5]([C:6]([C:11]([N:13]3[CH2:18][CH2:17][CH:16]([C:19]4[CH:24]=[CH:23][CH:22]=[CH:21][C:20]=4[O:25][CH3:26])[CH2:15][CH2:14]3)=[O:12])=[CH:7][NH:8]2)=[CH:4][CH:3]=1.[H-].[Na+].[CH3:29][S:30](Cl)(=[O:32])=[O:31]. The catalyst is CN(C)C=O. The product is [Cl:1][C:2]1[CH:10]=[C:9]2[C:5]([C:6]([C:11]([N:13]3[CH2:18][CH2:17][CH:16]([C:19]4[CH:24]=[CH:23][CH:22]=[CH:21][C:20]=4[O:25][CH3:26])[CH2:15][CH2:14]3)=[O:12])=[CH:7][N:8]2[S:30]([CH3:29])(=[O:32])=[O:31])=[CH:4][CH:3]=1. The yield is 0.170. (6) The reactants are C(O)(=O)C.[CH2:5]([N:12]1[CH2:17][CH2:16][C:15](=O)[CH2:14][CH2:13]1)[C:6]1[CH:11]=[CH:10][CH:9]=[CH:8][CH:7]=1.[NH2:19][C:20]1[CH:25]=[CH:24][CH:23]=[CH:22][CH:21]=1.[C-:26]#[N:27].[K+].[OH-].[Na+]. The catalyst is ClCCl. The product is [CH2:5]([N:12]1[CH2:17][CH2:16][C:15]([NH:19][C:20]2[CH:25]=[CH:24][CH:23]=[CH:22][CH:21]=2)([C:26]#[N:27])[CH2:14][CH2:13]1)[C:6]1[CH:11]=[CH:10][CH:9]=[CH:8][CH:7]=1. The yield is 0.800.